Task: Predict which catalyst facilitates the given reaction.. Dataset: Catalyst prediction with 721,799 reactions and 888 catalyst types from USPTO (1) Product: [Cl:25][C:19]1[CH:20]=[C:21]([Cl:24])[CH:22]=[CH:23][C:18]=1[C:4]1[N:3]=[C:2]([NH:33][CH2:34][CH2:35][NH:36][C:37]2[N:38]=[CH:39][C:40]([C:41]#[N:42])=[CH:43][CH:44]=2)[N:7]2[N:8]=[C:9]([CH2:11][N:12]3[CH2:17][CH2:16][O:15][CH2:14][CH2:13]3)[N:10]=[C:6]2[CH:5]=1. Reactant: Cl[C:2]1[N:7]2[N:8]=[C:9]([CH2:11][N:12]3[CH2:17][CH2:16][O:15][CH2:14][CH2:13]3)[N:10]=[C:6]2[CH:5]=[C:4]([C:18]2[CH:23]=[CH:22][C:21]([Cl:24])=[CH:20][C:19]=2[Cl:25])[N:3]=1.FC(F)(F)C(O)=O.[NH2:33][CH2:34][CH2:35][NH:36][C:37]1[CH:44]=[CH:43][C:40]([C:41]#[N:42])=[CH:39][N:38]=1.CCN(C(C)C)C(C)C. The catalyst class is: 16. (2) Reactant: [CH:1]1([CH2:6][CH:7]([C:11]2[CH:16]=[CH:15][C:14]([S:17]([C:20]([F:23])([F:22])[F:21])(=[O:19])=[O:18])=[CH:13][CH:12]=2)[C:8]([OH:10])=O)[CH2:5][CH2:4][CH2:3][CH2:2]1.C1(P(C2C=CC=CC=2)C2C=CC=CC=2)C=CC=CC=1.BrN1C(=O)CCC1=O.[NH2:51][C:52]1[CH:57]=[CH:56][CH:55]=[CH:54][N:53]=1. Product: [CH:1]1([CH2:6][CH:7]([C:11]2[CH:16]=[CH:15][C:14]([S:17]([C:20]([F:21])([F:22])[F:23])(=[O:18])=[O:19])=[CH:13][CH:12]=2)[C:8]([NH:51][C:52]2[CH:57]=[CH:56][CH:55]=[CH:54][N:53]=2)=[O:10])[CH2:2][CH2:3][CH2:4][CH2:5]1. The catalyst class is: 2. (3) Reactant: [H-].[Na+].[Cl:3][C:4]1[C:12]2[N:11]=[C:10]3[N:13]([C:17]4[CH:22]=[CH:21][C:20]([Cl:23])=[CH:19][C:18]=4[C:24]([F:27])([F:26])[F:25])[CH2:14][CH2:15][CH2:16][N:9]3[C:8]=2[C:7]([CH:28]([CH:30]2[CH2:32][CH2:31]2)[OH:29])=[CH:6][CH:5]=1.[CH3:33]I. Product: [Cl:3][C:4]1[C:12]2[N:11]=[C:10]3[N:13]([C:17]4[CH:22]=[CH:21][C:20]([Cl:23])=[CH:19][C:18]=4[C:24]([F:25])([F:27])[F:26])[CH2:14][CH2:15][CH2:16][N:9]3[C:8]=2[C:7]([CH:28]([CH:30]2[CH2:32][CH2:31]2)[O:29][CH3:33])=[CH:6][CH:5]=1. The catalyst class is: 35. (4) Reactant: [Cl:1][C:2]1[C:11]([N+:12]([O-:14])=[O:13])=[C:10](Cl)[C:9]2[C:4](=[CH:5][CH:6]=[CH:7][CH:8]=2)[N:3]=1.C(N(CC)CC)C.[NH2:23][CH2:24][C:25]1[CH:26]=[N:27][CH:28]=[CH:29][CH:30]=1. Product: [Cl:1][C:2]1[C:11]([N+:12]([O-:14])=[O:13])=[C:10]([NH:23][CH2:24][C:25]2[CH:26]=[N:27][CH:28]=[CH:29][CH:30]=2)[C:9]2[C:4](=[CH:5][CH:6]=[CH:7][CH:8]=2)[N:3]=1. The catalyst class is: 3. (5) Reactant: CS(C)=O.C(Cl)(=O)C(Cl)=O.[OH:11][CH2:12][CH:13]1[CH2:17][CH2:16][N:15]([C:18]([O:20][C:21]([CH3:24])([CH3:23])[CH3:22])=[O:19])[CH2:14]1. Product: [CH:12]([CH:13]1[CH2:17][CH2:16][N:15]([C:18]([O:20][C:21]([CH3:24])([CH3:23])[CH3:22])=[O:19])[CH2:14]1)=[O:11]. The catalyst class is: 2. (6) Reactant: [F:1][C:2]1[CH:7]=[C:6]([F:8])[CH:5]=[CH:4][C:3]=1[C:9]1[C:10]2[CH:21]=[C:20]([C:22]([O:24]CC)=[O:23])[S:19][C:11]=2[N:12]([CH:14]([CH:16]([OH:18])[CH3:17])[CH3:15])[N:13]=1.[OH-].[Na+:28].[ClH:29]. Product: [F:1][C:2]1[CH:7]=[C:6]([F:8])[CH:5]=[CH:4][C:3]=1[C:9]1[C:10]2[CH:21]=[C:20]([C:22]([OH:24])=[O:23])[S:19][C:11]=2[N:12]([CH:14]([CH:16]([OH:18])[CH3:17])[CH3:15])[N:13]=1.[Cl-:29].[Na+:28]. The catalyst class is: 5.